This data is from Hepatocyte clearance measurements from AstraZeneca. The task is: Regression/Classification. Given a drug SMILES string, predict its absorption, distribution, metabolism, or excretion properties. Task type varies by dataset: regression for continuous measurements (e.g., permeability, clearance, half-life) or binary classification for categorical outcomes (e.g., BBB penetration, CYP inhibition). For this dataset (clearance_hepatocyte_az), we predict log10(clearance) (log10 of the in vitro intrinsic clearance, CLint, in uL/min per 10^6 hepatocytes; values are censored to the assay range of 3 to 150, which is 0.477 to 2.18 on this log10 scale). (1) The drug is CC(NC(=O)c1cc(O)nc2ccccc12)c1ccccc1. The log10(clearance) is 0.720. (2) The drug is CNC(=O)c1nc(-c2ccc(Cl)c(S(=O)(=O)Nc3cccc(F)c3F)c2)cnc1N. The log10(clearance) is 1.30. (3) The drug is CN(C)c1nc(Cc2ccc(NC(=O)c3ccc(C(F)(F)F)cc3)cc2)nc(N(C)C)c1CC(=O)O. The log10(clearance) is 0.650. (4) The molecule is COc1cc(NC(=O)c2ccccn2)ccc1Cl. The log10(clearance) is 2.18. (5) The drug is C#Cc1cccc(Nc2ncnc3cc4c(cc23)OCCOCCOCCO4)c1. The log10(clearance) is 0.550. (6) The molecule is Clc1ccc2c(c1)CCc1cccnc1C2=C1CCNCC1. The log10(clearance) is 1.43. (7) The drug is Cc1nn(C2CCCCC2)c(N)c1-c1ccccc1. The log10(clearance) is 1.14. (8) The compound is Cc1c(Cl)ccc(OC2CCN(CC3CCN([C@@H](Cc4ccc(F)cc4)C(=O)O)CC3)CC2)c1Cl. The log10(clearance) is 1.14. (9) The molecule is C[C@H](CO)Nc1nc(SCc2cccc(F)c2F)nc2[nH]c(=O)cnc12. The log10(clearance) is 1.62.